Dataset: Reaction yield outcomes from USPTO patents with 853,638 reactions. Task: Predict the reaction yield, written as a fraction of the theoretical maximum amount of product (1.0 means a 100% yield; for example, 0.34 means a 34% yield). (1) The reactants are [F:1][C@@H:2]([C@@H:4]1[C@@H:15]2[C@H:11]([O:12]C(C)(C)[O:14]2)[C@@H:10]2[C@@H:6]([S:7][C:8]([N:18]([CH3:20])[CH3:19])=[N:9]2)[O:5]1)[CH3:3].Cl.[NH4+].[OH-]. The catalyst is CO. The product is [CH3:20][N:18]([CH3:19])[C:8]1[S:7][C@H:6]2[O:5][C@H:4]([C@H:2]([F:1])[CH3:3])[C@@H:15]([OH:14])[C@H:11]([OH:12])[C@H:10]2[N:9]=1. The yield is 0.380. (2) The reactants are [CH2:1]([O:8][NH:9][S:10]([C:13]1[CH:18]=[CH:17][CH:16]=[CH:15][C:14]=1[N+:19]([O-:21])=[O:20])(=[O:12])=[O:11])[C:2]1[CH:7]=[CH:6][CH:5]=[CH:4][CH:3]=1.O[C@@H:23]1[CH2:28][N:27]([C:29]([O:31][C:32]([CH3:35])([CH3:34])[CH3:33])=[O:30])[C@H:26]([C:36]([O:38][CH2:39][CH3:40])=[O:37])[CH2:25][CH2:24]1.C1C=CC(P(C2C=CC=CC=2)C2C=CC=CC=2)=CC=1.CCOC(/N=N/C(OCC)=O)=O. The catalyst is C1COCC1. The product is [CH2:1]([O:8][N:9]([C@H:23]1[CH2:28][N:27]([C:29]([O:31][C:32]([CH3:33])([CH3:34])[CH3:35])=[O:30])[C@H:26]([C:36]([O:38][CH2:39][CH3:40])=[O:37])[CH2:25][CH2:24]1)[S:10]([C:13]1[CH:18]=[CH:17][CH:16]=[CH:15][C:14]=1[N+:19]([O-:21])=[O:20])(=[O:12])=[O:11])[C:2]1[CH:7]=[CH:6][CH:5]=[CH:4][CH:3]=1. The yield is 0.800. (3) The reactants are C([SiH](CC)CC)C.O[C:9]1([C:29]2[C:30]([OH:40])=[CH:31][C:32]3[O:37][CH2:36][CH2:35][N:34]([CH3:38])[C:33]=3[CH:39]=2)[C:17]2[C:12](=[CH:13][CH:14]=[CH:15][CH:16]=2)[N:11]([CH2:18][C:19]2[O:20][C:21]([C:24]([F:27])([F:26])[F:25])=[CH:22][CH:23]=2)[C:10]1=[O:28].[F:41][C:42]([F:47])([F:46])[C:43]([OH:45])=[O:44]. No catalyst specified. The product is [F:41][C:42]([F:47])([F:46])[C:43]([OH:45])=[O:44].[OH:40][C:30]1[C:29]([CH:9]2[C:17]3[C:12](=[CH:13][CH:14]=[CH:15][CH:16]=3)[N:11]([CH2:18][C:19]3[O:20][C:21]([C:24]([F:27])([F:26])[F:25])=[CH:22][CH:23]=3)[C:10]2=[O:28])=[CH:39][C:33]2[N:34]([CH3:38])[CH2:35][CH2:36][O:37][C:32]=2[CH:31]=1. The yield is 0.900. (4) The product is [Cl:12][C:8]1[CH:7]=[C:6]2[C:11]([C:3]([CH:2]([F:1])[F:30])=[CH:4][N:5]2[S:13]([C:16]2[CH:21]=[CH:20][C:19]([O:22][CH3:23])=[C:18]([N:24]3[CH2:29][CH2:28][N:27]([CH:39]4[CH2:42][CH2:41][CH2:40]4)[CH2:26][CH2:25]3)[CH:17]=2)(=[O:15])=[O:14])=[CH:10][CH:9]=1. The catalyst is CO. The reactants are [F:1][CH:2]([F:30])[C:3]1[C:11]2[C:6](=[CH:7][C:8]([Cl:12])=[CH:9][CH:10]=2)[N:5]([S:13]([C:16]2[CH:21]=[CH:20][C:19]([O:22][CH3:23])=[C:18]([N:24]3[CH2:29][CH2:28][NH:27][CH2:26][CH2:25]3)[CH:17]=2)(=[O:15])=[O:14])[CH:4]=1.C([BH3-])#N.[Na+].C(O)(=O)C.[C:39]1(=O)[CH2:42][CH2:41][CH2:40]1. The yield is 0.792.